This data is from Catalyst prediction with 721,799 reactions and 888 catalyst types from USPTO. The task is: Predict which catalyst facilitates the given reaction. (1) Reactant: [NH2:1][C:2]1[N:7]=[C:6]([C:8]2[CH:15]=[CH:14][C:11]([C:12]#[N:13])=[C:10](F)[CH:9]=2)[CH:5]=[C:4]([NH:17][C:18]2[CH:23]=[CH:22][CH:21]=[CH:20][CH:19]=2)[N:3]=1.O.[NH2:25][NH2:26].CCOC(C)=O.CCCCCC. Product: [NH2:13][C:12]1[C:11]2[C:10](=[CH:9][C:8]([C:6]3[N:7]=[C:2]([NH2:1])[N:3]=[C:4]([NH:17][C:18]4[CH:23]=[CH:22][CH:21]=[CH:20][CH:19]=4)[CH:5]=3)=[CH:15][CH:14]=2)[NH:26][N:25]=1. The catalyst class is: 14. (2) Reactant: [N+:1]([C:4]1[CH:9]=[CH:8][C:7]([O:10][CH3:11])=[CH:6][CH:5]=1)([O-:3])=[O:2].Cl[CH2:13][S:14]([C:17]1[CH:22]=[CH:21][CH:20]=[CH:19][CH:18]=1)(=[O:16])=[O:15].CC([O-])(C)C.[K+].C(O)(=O)C. Product: [CH3:11][O:10][C:7]1[CH:6]=[CH:5][C:4]([N+:1]([O-:3])=[O:2])=[C:9]([CH2:13][S:14]([C:17]2[CH:22]=[CH:21][CH:20]=[CH:19][CH:18]=2)(=[O:16])=[O:15])[CH:8]=1. The catalyst class is: 20. (3) Reactant: [OH-:1].[K+].Cl.[NH2:4]O.[C:6]1([C:12]2([CH2:17][C:18]#[N:19])[CH2:16][CH2:15][CH2:14][CH2:13]2)[CH:11]=[CH:10][CH:9]=[CH:8][CH:7]=1.[C:20]([O:28][CH3:29])(=[O:27])[C:21]#[C:22][C:23](OC)=[O:24]. Product: [CH3:29][O:28][C:20]([C:21]1[N:19]=[C:18]([CH2:17][C:12]2([C:6]3[CH:11]=[CH:10][CH:9]=[CH:8][CH:7]=3)[CH2:16][CH2:15][CH2:14][CH2:13]2)[NH:4][C:23](=[O:24])[C:22]=1[OH:1])=[O:27]. The catalyst class is: 5. (4) Reactant: [CH2:1]1[CH:9]2[N:4]([CH2:5][CH2:6][CH:7]([C:10]3[C:18]4[C:13](=[CH:14][CH:15]=[N:16][CH:17]=4)[NH:12][CH:11]=3)[CH2:8]2)[CH2:3][CH2:2]1.[C:19]1([S:29](Cl)(=[O:31])=[O:30])[C:28]2[C:23](=[CH:24][CH:25]=[CH:26][CH:27]=2)[CH:22]=[CH:21][CH:20]=1.C[Si]([N-][Si](C)(C)C)(C)C.[Na+]. Product: [CH2:1]1[CH:9]2[N:4]([CH2:5][CH2:6][CH:7]([C:10]3[C:18]4[C:13](=[CH:14][CH:15]=[N:16][CH:17]=4)[N:12]([S:29]([C:19]4[C:28]5[C:23](=[CH:24][CH:25]=[CH:26][CH:27]=5)[CH:22]=[CH:21][CH:20]=4)(=[O:31])=[O:30])[CH:11]=3)[CH2:8]2)[CH2:3][CH2:2]1. The catalyst class is: 1. (5) Reactant: [CH3:1][CH:2]1[CH:10]([CH2:11][CH2:12][CH3:13])[C:9]2[C:4](=[CH:5][CH:6]=[C:7]([N+:14]([O-:16])=[O:15])[CH:8]=2)[N:3]1[CH2:17][C:18]([F:21])([F:20])[F:19].C(C1C(=O)C(Cl)=C(Cl)C(=O)C=1C#N)#N. Product: [CH3:1][C:2]1[N:3]([CH2:17][C:18]([F:20])([F:19])[F:21])[C:4]2[C:9]([C:10]=1[CH2:11][CH2:12][CH3:13])=[CH:8][C:7]([N+:14]([O-:16])=[O:15])=[CH:6][CH:5]=2. The catalyst class is: 25. (6) Reactant: [Cl:1][C:2]1[CH:3]=[CH:4][CH:5]=[C:6]2[C:10]=1[N:9]([CH2:11][CH:12]1[CH2:17][CH2:16][CH2:15][CH2:14][CH2:13]1)[CH:8]=[CH:7]2.[F:18][C:19]([F:30])([F:29])[C:20](O[C:20](=[O:21])[C:19]([F:30])([F:29])[F:18])=[O:21]. Product: [Cl:1][C:2]1[CH:3]=[CH:4][CH:5]=[C:6]2[C:10]=1[N:9]([CH2:11][CH:12]1[CH2:13][CH2:14][CH2:15][CH2:16][CH2:17]1)[CH:8]=[C:7]2[C:20]([C:19]([F:30])([F:29])[F:18])=[O:21]. The catalyst class is: 9. (7) Reactant: [CH3:1][C:2]1[N:7]=[C:6]([C:8]2[N:13]=[CH:12][C:11]3[CH:14]=[N:15][NH:16][C:10]=3[CH:9]=2)[CH:5]=[N:4][CH:3]=1.Br[C:18]1[N:23]=[C:22]([N:24]2[C:29](=[O:30])[CH2:28][CH2:27][C@H:26]([NH:31][C:32](=[O:38])[O:33][C:34]([CH3:37])([CH3:36])[CH3:35])[CH2:25]2)[CH:21]=[CH:20][CH:19]=1.CC1(C)C2C(=C(P(C3C=CC=CC=3)C3C=CC=CC=3)C=CC=2)OC2C(P(C3C=CC=CC=3)C3C=CC=CC=3)=CC=CC1=2.CC(C)([O-])C.[Na+]. Product: [CH3:1][C:2]1[N:7]=[C:6]([C:8]2[N:13]=[CH:12][C:11]3[CH:14]=[N:15][N:16]([C:18]4[N:23]=[C:22]([N:24]5[C:29](=[O:30])[CH2:28][CH2:27][C@H:26]([NH:31][C:32](=[O:38])[O:33][C:34]([CH3:36])([CH3:35])[CH3:37])[CH2:25]5)[CH:21]=[CH:20][CH:19]=4)[C:10]=3[CH:9]=2)[CH:5]=[N:4][CH:3]=1. The catalyst class is: 101. (8) Reactant: [NH2:1][C@@H:2]1[C@@H:7]([C:8]([O:10][CH2:11][CH3:12])=[O:9])[CH2:6][CH2:5][O:4][CH2:3]1.CCN(CC)CC.[CH3:20][C:21]([O:24][C:25](O[C:25]([O:24][C:21]([CH3:23])([CH3:22])[CH3:20])=[O:26])=[O:26])([CH3:23])[CH3:22]. Product: [C:21]([O:24][C:25]([NH:1][C@@H:2]1[C@@H:7]([C:8]([O:10][CH2:11][CH3:12])=[O:9])[CH2:6][CH2:5][O:4][CH2:3]1)=[O:26])([CH3:23])([CH3:22])[CH3:20]. The catalyst class is: 1. (9) The catalyst class is: 6. Product: [CH3:32][O:31][C:19]1[C:20]([C:26]2[S:27][CH:28]=[CH:29][CH:30]=2)=[CH:21][CH:22]=[C:23]([O:24][CH3:25])[C:18]=1[C:16](=[O:17])[CH2:15][C:12]1[CH:11]=[CH:10][C:9]([O:8][C:5]([CH3:6])([CH3:7])[C:4]([OH:33])=[O:3])=[CH:14][CH:13]=1. Reactant: C([O:3][C:4](=[O:33])[C:5]([O:8][C:9]1[CH:14]=[CH:13][C:12]([CH2:15][C:16]([C:18]2[C:23]([O:24][CH3:25])=[CH:22][CH:21]=[C:20]([C:26]3[S:27][CH:28]=[CH:29][CH:30]=3)[C:19]=2[O:31][CH3:32])=[O:17])=[CH:11][CH:10]=1)([CH3:7])[CH3:6])C.C1COCC1.CCO.Cl.